This data is from Forward reaction prediction with 1.9M reactions from USPTO patents (1976-2016). The task is: Predict the product of the given reaction. (1) Given the reactants Cl[CH:2]1[CH2:6][CH2:5][O:4][CH:3]1[N:7]1[CH:15]=[N:14][C:13]2[C:8]1=[N:9][C:10]([O:17][CH:18]1[CH2:22][CH2:21][CH2:20][CH2:19]1)=[N:11][C:12]=2[NH2:16].[N-:23]=[N+]=[N-].[Na+].[I-].[Na+], predict the reaction product. The product is: [NH2:23][CH:2]1[CH2:6][CH2:5][O:4][CH:3]1[N:7]1[CH:15]=[N:14][C:13]2[C:8]1=[N:9][C:10]([O:17][CH:18]1[CH2:22][CH2:21][CH2:20][CH2:19]1)=[N:11][C:12]=2[NH2:16]. (2) Given the reactants F[C:2]1[CH:3]=[C:4]2[C:9](=[CH:10][C:11]=1[N+:12]([O-:14])=[O:13])[NH:8][C:7](=[O:15])[N:6]([NH:16][S:17]([CH3:20])(=[O:19])=[O:18])[C:5]2=[O:21].[CH3:22][NH:23][CH2:24][CH2:25][OH:26], predict the reaction product. The product is: [OH:26][CH2:25][CH2:24][N:23]([CH3:22])[C:2]1[CH:3]=[C:4]2[C:9](=[CH:10][C:11]=1[N+:12]([O-:14])=[O:13])[NH:8][C:7](=[O:15])[N:6]([NH:16][S:17]([CH3:20])(=[O:19])=[O:18])[C:5]2=[O:21].